Dataset: Catalyst prediction with 721,799 reactions and 888 catalyst types from USPTO. Task: Predict which catalyst facilitates the given reaction. (1) Reactant: [Br:1][C:2]1[CH:11]=[C:10]2[C:5]([CH:6]=[CH:7][N:8]=[C:9]2Cl)=[CH:4][CH:3]=1.[N:13]1([C:19]([O:21][C:22]([CH3:25])([CH3:24])[CH3:23])=[O:20])[CH2:18][CH2:17][NH:16][CH2:15][CH2:14]1.C(=O)([O-])[O-].[K+].[K+]. Product: [Br:1][C:2]1[CH:11]=[C:10]2[C:5]([CH:6]=[CH:7][N:8]=[C:9]2[N:16]2[CH2:15][CH2:14][N:13]([C:19]([O:21][C:22]([CH3:25])([CH3:24])[CH3:23])=[O:20])[CH2:18][CH2:17]2)=[CH:4][CH:3]=1. The catalyst class is: 58. (2) Reactant: [C:1]([O:5][C:6]([N:8]1[CH2:14][CH2:13][C:12]2[CH:15]=[C:16]([N+:27]([O-])=O)[C:17]([S:19][C:20]3[CH:25]=[CH:24][C:23]([Br:26])=[CH:22][CH:21]=3)=[CH:18][C:11]=2[CH2:10][CH2:9]1)=[O:7])([CH3:4])([CH3:3])[CH3:2].C(O)(=O)C.C(OCC)(=O)C.O. Product: [C:1]([O:5][C:6]([N:8]1[CH2:9][CH2:10][C:11]2[CH:18]=[C:17]([S:19][C:20]3[CH:25]=[CH:24][C:23]([Br:26])=[CH:22][CH:21]=3)[C:16]([NH2:27])=[CH:15][C:12]=2[CH2:13][CH2:14]1)=[O:7])([CH3:4])([CH3:2])[CH3:3]. The catalyst class is: 186. (3) Product: [O:4]=[C:5]1[CH2:10][CH2:9][CH:8]([CH2:11][NH:12][C:13](=[O:22])[O:14][CH2:15][C:16]2[CH:17]=[CH:18][CH:19]=[CH:20][CH:21]=2)[CH2:7][CH2:6]1. Reactant: O1[C:5]2([CH2:10][CH2:9][CH:8]([CH2:11][NH:12][C:13](=[O:22])[O:14][CH2:15][C:16]3[CH:21]=[CH:20][CH:19]=[CH:18][CH:17]=3)[CH2:7][CH2:6]2)[O:4]CC1.Cl. The catalyst class is: 1.